This data is from Catalyst prediction with 721,799 reactions and 888 catalyst types from USPTO. The task is: Predict which catalyst facilitates the given reaction. Reactant: [CH3:1][C:2]1[C:10]([CH3:11])=[CH:9][C:5]([C:6](O)=[O:7])=[C:4]([I:12])[CH:3]=1.C[N:14](C=O)C. Product: [CH3:1][C:2]1[C:10]([CH3:11])=[CH:9][C:5]([C:6]([NH2:14])=[O:7])=[C:4]([I:12])[CH:3]=1. The catalyst class is: 309.